Task: Predict the product of the given reaction.. Dataset: Forward reaction prediction with 1.9M reactions from USPTO patents (1976-2016) (1) Given the reactants CCN(CC)CC.Cl.[NH:9]1[CH2:12][CH2:11][CH2:10]1.[Br:13][C:14]1[CH:22]=[CH:21][C:17]([C:18](Cl)=[O:19])=[CH:16][CH:15]=1, predict the reaction product. The product is: [N:9]1([C:18]([C:17]2[CH:21]=[CH:22][C:14]([Br:13])=[CH:15][CH:16]=2)=[O:19])[CH2:12][CH2:11][CH2:10]1. (2) Given the reactants [CH3:1][O:2][C:3]1[CH:4]=[C:5]([CH2:23][C:24]([O:26][CH3:27])=[O:25])[CH:6]=[CH:7][C:8]=1[O:9][C:10]1[C:11]([N+:20]([O-:22])=[O:21])=[C:12]2[C:16](=[CH:17][CH:18]=1)[NH:15][C:14](=O)[CH2:13]2.P(Br)(Br)([Br:30])=O.N1C=CN=C1, predict the reaction product. The product is: [Br:30][C:14]1[NH:15][C:16]2[C:12]([CH:13]=1)=[C:11]([N+:20]([O-:22])=[O:21])[C:10]([O:9][C:8]1[CH:7]=[CH:6][C:5]([CH2:23][C:24]([O:26][CH3:27])=[O:25])=[CH:4][C:3]=1[O:2][CH3:1])=[CH:18][CH:17]=2. (3) Given the reactants [Br:1][C:2]1[CH:7]=[CH:6][C:5]([CH2:8][OH:9])=[CH:4][C:3]=1[F:10].[CH3:11][S:12](Cl)(=[O:14])=[O:13].C(N(CC)CC)C, predict the reaction product. The product is: [CH3:11][S:12]([O:9][CH2:8][C:5]1[CH:6]=[CH:7][C:2]([Br:1])=[C:3]([F:10])[CH:4]=1)(=[O:14])=[O:13].